From a dataset of Full USPTO retrosynthesis dataset with 1.9M reactions from patents (1976-2016). Predict the reactants needed to synthesize the given product. (1) Given the product [CH3:37][S:38]([O:29][CH2:28][C:22]1[C:23]([CH2:25][CH2:26][O:27][S:38]([CH3:37])(=[O:40])=[O:39])=[N:24][C:19]([O:18][CH2:17][CH2:16][CH2:15][CH:12]2[CH2:13][CH2:14][N:9]([C:6]3[N:7]=[CH:8][C:3]([CH2:1][CH3:2])=[CH:4][N:5]=3)[CH2:10][CH2:11]2)=[CH:20][CH:21]=1)(=[O:40])=[O:39], predict the reactants needed to synthesize it. The reactants are: [CH2:1]([C:3]1[CH:4]=[N:5][C:6]([N:9]2[CH2:14][CH2:13][CH:12]([CH2:15][CH2:16][CH2:17][O:18][C:19]3[N:24]=[C:23]([CH2:25][CH2:26][OH:27])[C:22]([CH2:28][OH:29])=[CH:21][CH:20]=3)[CH2:11][CH2:10]2)=[N:7][CH:8]=1)[CH3:2].CCN(CC)CC.[CH3:37][S:38](Cl)(=[O:40])=[O:39]. (2) Given the product [ClH:29].[CH2:23]([N:20]1[CH2:19][CH2:18][C:17]2[C:22](=[C:13]([NH:6][CH2:5][C:4]([OH:26])=[O:3])[CH:14]=[CH:15][CH:16]=2)[CH2:21]1)[CH:24]=[CH2:25].[Li+:27].[Cl-:29], predict the reactants needed to synthesize it. The reactants are: C([O:3][C:4](=[O:26])[CH2:5][N:6]([C:13]1[CH:14]=[CH:15][CH:16]=[C:17]2[C:22]=1[CH2:21][N:20]([CH2:23][CH:24]=[CH2:25])[CH2:19][CH2:18]2)C(=O)C(F)(F)F)C.[Li+:27].[OH-].[ClH:29]. (3) Given the product [CH:1]([O:4][C:5]1[CH:6]=[C:7]([CH:10]=[C:11]([O:13][CH:14]([CH3:16])[CH3:15])[CH:12]=1)[C:8]([C:19]1[CH:20]=[CH:21][CH:30]=[CH:31][CH:32]=1)=[O:41])([CH3:3])[CH3:2].[CH:14]([O:13][C:11]1[CH:10]=[C:7]([CH:6]=[C:5]([O:4][CH:1]([CH3:3])[CH3:2])[CH:12]=1)[C:8]#[N:9])([CH3:16])[CH3:15], predict the reactants needed to synthesize it. The reactants are: [CH:1]([O:4][C:5]1[CH:6]=[C:7]([CH:10]=[C:11]([O:13][CH:14]([CH3:16])[CH3:15])[CH:12]=1)[C:8]#[N:9])([CH3:3])[CH3:2].CO[C:19]1[CH:20]=[C:21]([CH:30]=[C:31](OC)[CH:32]=1)C([C:19]1[CH:32]=[CH:31][CH:30]=[CH:21][CH:20]=1)=O.ON.C1(=O)OC(=[O:41])C2=CC=CC=C12. (4) Given the product [OH:10][C:3]1([C:1]#[C:2][C:19]2[CH:40]=[CH:39][C:22]([C:23]([NH:25][S:26]([C:29]3[CH:34]=[CH:33][CH:32]=[CH:31][C:30]=3[S:35](=[O:37])(=[O:38])[NH2:36])(=[O:27])=[O:28])=[O:24])=[CH:21][C:20]=2[O:41][CH:42]([CH3:44])[CH3:43])[CH2:9][CH2:8][CH2:7][CH2:6][CH2:5][CH2:4]1, predict the reactants needed to synthesize it. The reactants are: [C:1]([C:3]1([OH:10])[CH2:9][CH2:8][CH2:7][CH2:6][CH2:5][CH2:4]1)#[CH:2].C(N(CC)CC)C.Br[C:19]1[CH:40]=[CH:39][C:22]([C:23]([NH:25][S:26]([C:29]2[CH:34]=[CH:33][CH:32]=[CH:31][C:30]=2[S:35](=[O:38])(=[O:37])[NH2:36])(=[O:28])=[O:27])=[O:24])=[CH:21][C:20]=1[O:41][CH:42]([CH3:44])[CH3:43].